From a dataset of Catalyst prediction with 721,799 reactions and 888 catalyst types from USPTO. Predict which catalyst facilitates the given reaction. Reactant: [Cl:1][C:2]1[C:6]2[CH:7]=[CH:8][CH:9]=[CH:10][C:5]=2[S:4][C:3]=1[C:11]([OH:13])=O.F[P-](F)(F)(F)(F)F.C[N+](C)=C(N(C)C)[O:24]N1C2N=CC=CC=2N=N1.C(N([CH2:45][CH3:46])C(C)C)(C)C.[CH3:47][C:48]1([CH3:67])[CH2:53][NH:52][CH2:51][C:50]2[CH:54]=[C:55]([C:57](NOC3CCCCO3)=[O:58])[S:56][C:49]1=2. Product: [Cl:1][C:2]1[C:6]2[CH:7]=[CH:8][CH:9]=[CH:10][C:5]=2[S:4][C:3]=1[C:11]([N:52]1[CH2:53][C:48]([CH3:47])([CH3:67])[C:49]2[S:56][C:55]([C:57]([O:58][CH2:45][CH3:46])=[O:24])=[CH:54][C:50]=2[CH2:51]1)=[O:13]. The catalyst class is: 9.